Predict the reaction yield, written as a fraction of the theoretical maximum amount of product (1.0 means a 100% yield; for example, 0.34 means a 34% yield). From a dataset of Reaction yield outcomes from USPTO patents with 853,638 reactions. (1) The reactants are [C:1]1([NH:7][S:8]([C:11]2[CH:16]=[CH:15][CH:14]=[CH:13][C:12]=2[CH:17]=[CH:18][C:19]([OH:21])=O)(=[O:10])=[O:9])[CH:6]=[CH:5][CH:4]=[CH:3][CH:2]=1.[Cl:22]CCl. The catalyst is CN(C)C=O. The product is [C:1]1([NH:7][S:8]([C:11]2[CH:16]=[CH:15][CH:14]=[CH:13][C:12]=2[CH:17]=[CH:18][C:19]([Cl:22])=[O:21])(=[O:10])=[O:9])[CH:6]=[CH:5][CH:4]=[CH:3][CH:2]=1. The yield is 0.990. (2) The reactants are Br[C:2]1[CH:3]=[CH:4][C:5]([OH:12])=[C:6]([NH:8][C:9]([NH2:11])=[O:10])[CH:7]=1.[B:13]1([B:13]2[O:17][C:16]([CH3:19])([CH3:18])[C:15]([CH3:21])([CH3:20])[O:14]2)[O:17][C:16]([CH3:19])([CH3:18])[C:15]([CH3:21])([CH3:20])[O:14]1.C([O-])(=O)C.[K+]. No catalyst specified. The product is [OH:12][C:5]1[CH:4]=[CH:3][C:2]([B:13]2[O:17][C:16]([CH3:19])([CH3:18])[C:15]([CH3:21])([CH3:20])[O:14]2)=[CH:7][C:6]=1[NH:8][C:9]([NH2:11])=[O:10]. The yield is 0.350. (3) The reactants are [CH3:1][O:2][C:3]1[CH:20]=[CH:19][C:6]([CH2:7][N:8]2[C:12]3=[N:13][CH:14]=[CH:15][C:16](Cl)=[C:11]3[C:10]([I:18])=[N:9]2)=[CH:5][CH:4]=1.C([O-])(=[O:23])C.[Cs+].CN(C=O)C. The catalyst is O. The product is [CH3:1][O:2][C:3]1[CH:20]=[CH:19][C:6]([CH2:7][N:8]2[C:12]3[N:13]=[CH:14][CH:15]=[C:16]([OH:23])[C:11]=3[C:10]([I:18])=[N:9]2)=[CH:5][CH:4]=1. The yield is 0.790. (4) The reactants are O[C:2]1[C:11]2[C:6](=[CH:7][CH:8]=[CH:9][CH:10]=2)[N:5]=[CH:4][C:3]=1[N+:12]([O-:14])=[O:13].O=P(Cl)(Cl)Cl.[NH2:20][CH2:21][CH2:22][CH2:23][CH2:24][OH:25].C(N(CC)CC)C. The catalyst is CN(C=O)C.CCO. The product is [OH:25][CH2:24][CH2:23][CH2:22][CH2:21][NH:20][C:2]1[C:11]2[C:6](=[CH:7][CH:8]=[CH:9][CH:10]=2)[N:5]=[CH:4][C:3]=1[N+:12]([O-:14])=[O:13]. The yield is 0.970. (5) The yield is 0.560. The catalyst is C(Cl)Cl. The product is [Cl:18][C:19]1[CH:24]=[C:23]([C:25]([F:28])([F:27])[F:26])[CH:22]=[CH:21][C:20]=1[NH:29][C:30]([NH:17][C:11]1[CH:12]=[CH:13][C:14]([O:15][CH3:16])=[C:9]([C:8]2[N:4]([CH:1]([CH3:3])[CH3:2])[N:5]=[CH:6][CH:7]=2)[CH:10]=1)=[O:31]. The reactants are [CH:1]([N:4]1[C:8]([C:9]2[CH:10]=[C:11]([NH2:17])[CH:12]=[CH:13][C:14]=2[O:15][CH3:16])=[CH:7][CH:6]=[N:5]1)([CH3:3])[CH3:2].[Cl:18][C:19]1[CH:24]=[C:23]([C:25]([F:28])([F:27])[F:26])[CH:22]=[CH:21][C:20]=1[N:29]=[C:30]=[O:31]. (6) The reactants are [CH2:1]([O:8][C:9]1[CH:40]=[CH:39][C:12]([CH2:13][N:14]([CH2:35][CH2:36][CH2:37][CH3:38])[C:15](=[O:34])[CH2:16][O:17][C:18]2[CH:23]=[CH:22][C:21]([CH2:24][C@H:25]([O:31][CH2:32][CH3:33])[C:26]([O:28]CC)=[O:27])=[CH:20][CH:19]=2)=[CH:11][CH:10]=1)[C:2]1[CH:7]=[CH:6][CH:5]=[CH:4][CH:3]=1.[Li+].[OH-]. The catalyst is C(#N)C.O.[OH-].[K+]. The product is [CH2:1]([O:8][C:9]1[CH:40]=[CH:39][C:12]([CH2:13][N:14]([CH2:35][CH2:36][CH2:37][CH3:38])[C:15](=[O:34])[CH2:16][O:17][C:18]2[CH:23]=[CH:22][C:21]([CH2:24][C@H:25]([O:31][CH2:32][CH3:33])[C:26]([OH:28])=[O:27])=[CH:20][CH:19]=2)=[CH:11][CH:10]=1)[C:2]1[CH:7]=[CH:6][CH:5]=[CH:4][CH:3]=1. The yield is 0.630. (7) The reactants are [NH2:1][C:2]1[C:9]([N+:10]([O-:12])=[O:11])=[CH:8][CH:7]=[C:6](Cl)[C:3]=1[C:4]#[N:5].[CH3:14][CH:15]([C:21]([CH3:23])=[O:22])[C:16]([O:18][CH2:19][CH3:20])=[O:17].C([O-])([O-])=O.[K+].[K+]. The catalyst is CN(C=O)C.CCOC(C)=O. The product is [CH2:19]([O:18][C:16](=[O:17])[C:15]([C:6]1[CH:7]=[CH:8][C:9]([N+:10]([O-:12])=[O:11])=[C:2]([NH2:1])[C:3]=1[C:4]#[N:5])([CH3:14])[C:21](=[O:22])[CH3:23])[CH3:20]. The yield is 0.460. (8) The reactants are [C:1]([O:5][C:6](=[O:24])[C:7]([S:10][C:11]1[CH:20]=[CH:19][C:18]2[CH2:17][CH:16]([NH:21][CH2:22][CH3:23])[CH2:15][CH2:14][C:13]=2[CH:12]=1)([CH3:9])[CH3:8])([CH3:4])([CH3:3])[CH3:2].[F:25][C:26]([F:38])([F:37])[O:27][C:28]1[CH:33]=[CH:32][C:31]([N:34]=[C:35]=[O:36])=[CH:30][CH:29]=1. The catalyst is C(Cl)Cl. The product is [C:1]([O:5][C:6](=[O:24])[C:7]([S:10][C:11]1[CH:20]=[CH:19][C:18]2[CH2:17][CH:16]([N:21]([CH2:22][CH3:23])[C:35]([NH:34][C:31]3[CH:32]=[CH:33][C:28]([O:27][C:26]([F:25])([F:37])[F:38])=[CH:29][CH:30]=3)=[O:36])[CH2:15][CH2:14][C:13]=2[CH:12]=1)([CH3:9])[CH3:8])([CH3:2])([CH3:3])[CH3:4]. The yield is 0.580. (9) The reactants are [NH:1]1[C:9]2[C:4](=[CH:5][C:6]([B:10]3[O:18][C:15]([CH3:17])([CH3:16])[C:12]([CH3:14])([CH3:13])[O:11]3)=[CH:7][CH:8]=2)[CH:3]=[CH:2]1.[H-].[Na+].[C:21]([O:27][CH2:28]Cl)(=[O:26])[C:22]([CH3:25])([CH3:24])[CH3:23]. The catalyst is C1COCC1. The product is [C:21]([O:27][CH2:28][N:1]1[C:9]2[C:4](=[CH:5][C:6]([B:10]3[O:18][C:15]([CH3:17])([CH3:16])[C:12]([CH3:14])([CH3:13])[O:11]3)=[CH:7][CH:8]=2)[CH:3]=[CH:2]1)(=[O:26])[C:22]([CH3:25])([CH3:24])[CH3:23]. The yield is 0.540. (10) The reactants are Cl[C:2]1S[N:5]=[C:4]([CH3:7])[N:3]=1.[O:8]1[C:12]2[CH:13]=[CH:14][CH:15]=[CH:16][C:11]=2[N:10]=[C:9]1N.[CH3:18][C:19]1(C)C2C(=C(P(C3C=CC=CC=3)C3C=CC=CC=3)C=CC=2)OC2C(P(C3C=CC=CC=3)C3C=CC=CC=3)=CC=CC1=2.C([O-])([O-])=O.[Cs+].[Cs+]. The catalyst is O1CCOCC1.C1C=CC(/C=C/C(/C=C/C2C=CC=CC=2)=O)=CC=1.C1C=CC(/C=C/C(/C=C/C2C=CC=CC=2)=O)=CC=1.C1C=CC(/C=C/C(/C=C/C2C=CC=CC=2)=O)=CC=1.[Pd].[Pd].O. The product is [N:3]1[CH:2]=[CH:19][CH:18]=[CH:7][C:4]=1[NH:5][C:9]1[O:8][C:12]2[CH:13]=[CH:14][CH:15]=[CH:16][C:11]=2[N:10]=1. The yield is 0.600.